This data is from Full USPTO retrosynthesis dataset with 1.9M reactions from patents (1976-2016). The task is: Predict the reactants needed to synthesize the given product. (1) Given the product [Br:17][C:14]1[CH:15]=[CH:16][C:11]([NH:10][C:3]2[C:2]([NH:1][S:22]([CH:19]3[CH2:21][CH2:20]3)(=[O:24])=[O:23])=[CH:7][N:6]([CH3:8])[C:5](=[O:9])[CH:4]=2)=[C:12]([F:18])[CH:13]=1, predict the reactants needed to synthesize it. The reactants are: [NH2:1][C:2]1[C:3]([NH:10][C:11]2[CH:16]=[CH:15][C:14]([Br:17])=[CH:13][C:12]=2[F:18])=[CH:4][C:5](=[O:9])[N:6]([CH3:8])[CH:7]=1.[CH:19]1([S:22](Cl)(=[O:24])=[O:23])[CH2:21][CH2:20]1. (2) Given the product [ClH:27].[CH2:25]1[O:26][C:18]2[CH:17]=[CH:16][C:21]([C@H:22]3[C:5]4[NH:6][C:7]5[C:12]([C:4]=4[CH2:3][C@@H:2]([C:13]([OH:15])=[O:14])[NH:1]3)=[CH:11][CH:10]=[CH:9][CH:8]=5)=[CH:20][C:19]=2[O:24]1, predict the reactants needed to synthesize it. The reactants are: [NH2:1][C@H:2]([C:13]([OH:15])=[O:14])[CH2:3][C:4]1[C:12]2[C:7](=[CH:8][CH:9]=[CH:10][CH:11]=2)[NH:6][CH:5]=1.[CH:16]1[C:21]([CH:22]=O)=[CH:20][C:19]2[O:24][CH2:25][O:26][C:18]=2[CH:17]=1.[ClH:27]. (3) The reactants are: [CH2:1]([O:8][C:9]([NH:11][C:12]1[C:13]([C:24](O)=[O:25])=[N:14][C:15]2[C:20]([CH:21]=1)=[CH:19][CH:18]=[C:17]([CH:22]=[CH2:23])[CH:16]=2)=[O:10])[C:2]1[CH:7]=[CH:6][CH:5]=[CH:4][CH:3]=1.[NH2:27][C:28]1[CH:29]=[N:30][CH:31]=[CH:32][C:33]=1[N:34]1[CH2:39][CH2:38][CH2:37][C@H:36]([NH:40][C:41](=[O:47])[O:42][C:43]([CH3:46])([CH3:45])[CH3:44])[CH2:35]1.CN(C(ON1N=NC2C=CC=NC1=2)=[N+](C)C)C.F[P-](F)(F)(F)(F)F.CCN(C(C)C)C(C)C.[OH-].[Na+]. Given the product [C:43]([O:42][C:41]([NH:40][C@H:36]1[CH2:37][CH2:38][CH2:39][N:34]([C:33]2[CH:32]=[CH:31][N:30]=[CH:29][C:28]=2[NH:27][C:24]([C:13]2[C:12]([NH:11][C:9](=[O:10])[O:8][CH2:1][C:2]3[CH:7]=[CH:6][CH:5]=[CH:4][CH:3]=3)=[CH:21][C:20]3[C:15](=[CH:16][C:17]([CH:22]=[CH2:23])=[CH:18][CH:19]=3)[N:14]=2)=[O:25])[CH2:35]1)=[O:47])([CH3:44])([CH3:46])[CH3:45], predict the reactants needed to synthesize it.